From a dataset of Peptide-MHC class I binding affinity with 185,985 pairs from IEDB/IMGT. Regression. Given a peptide amino acid sequence and an MHC pseudo amino acid sequence, predict their binding affinity value. This is MHC class I binding data. The peptide sequence is SLYPPCLFK. The MHC is HLA-A26:02 with pseudo-sequence HLA-A26:02. The binding affinity (normalized) is 0.0847.